Dataset: Forward reaction prediction with 1.9M reactions from USPTO patents (1976-2016). Task: Predict the product of the given reaction. Given the reactants Br[C:2]1[CH:3]=[C:4]([C:8]2[CH2:14][C:13](=[O:15])[NH:12][C:11]3[CH:16]=[C:17]([C:23]([F:26])([F:25])[F:24])[C:18]([O:20][CH2:21][CH3:22])=[CH:19][C:10]=3[N:9]=2)[CH:5]=[CH:6][CH:7]=1.[C:27]([NH:31][S:32]([C:35]1[CH:36]=[C:37](B(O)O)[CH:38]=[CH:39][CH:40]=1)(=[O:34])=[O:33])([CH3:30])([CH3:29])[CH3:28], predict the reaction product. The product is: [C:27]([NH:31][S:32]([C:35]1[CH:40]=[C:39]([C:2]2[CH:7]=[CH:6][CH:5]=[C:4]([C:8]3[CH2:14][C:13](=[O:15])[NH:12][C:11]4[CH:16]=[C:17]([C:23]([F:26])([F:25])[F:24])[C:18]([O:20][CH2:21][CH3:22])=[CH:19][C:10]=4[N:9]=3)[CH:3]=2)[CH:38]=[CH:37][CH:36]=1)(=[O:34])=[O:33])([CH3:30])([CH3:28])[CH3:29].